Dataset: Forward reaction prediction with 1.9M reactions from USPTO patents (1976-2016). Task: Predict the product of the given reaction. (1) Given the reactants [CH3:1][N:2]1[CH2:7][CH2:6][NH:5][CH2:4][CH2:3]1.Br[CH2:9][CH2:10][CH2:11][O:12][C:13]1[C:14]([O:33][CH3:34])=[CH:15][CH:16]=[C:17]2[C:22]=1[NH:21][C:20](=[O:23])[CH:19]=[C:18]2[NH:24][C:25]1[C:30]([Cl:31])=[CH:29][N:28]=[CH:27][C:26]=1[Cl:32], predict the reaction product. The product is: [Cl:32][C:26]1[CH:27]=[N:28][CH:29]=[C:30]([Cl:31])[C:25]=1[NH:24][C:18]1[C:17]2[C:22](=[C:13]([O:12][CH2:11][CH2:10][CH2:9][N:5]3[CH2:6][CH2:7][N:2]([CH3:1])[CH2:3][CH2:4]3)[C:14]([O:33][CH3:34])=[CH:15][CH:16]=2)[NH:21][C:20](=[O:23])[CH:19]=1. (2) The product is: [C:6]([C:8]1[CH:9]=[C:10]([N:15]2[C:21]([CH3:22])=[CH:20][C:19]([C:18]([F:26])([F:25])[F:17])=[N:16]2)[CH:11]=[CH:12][C:13]=1[F:14])#[N:7]. Given the reactants [Sn](Cl)(Cl)(Cl)Cl.[C:6]([C:8]1[CH:9]=[C:10]([NH:15][NH2:16])[CH:11]=[CH:12][C:13]=1[F:14])#[N:7].[F:17][C:18]([F:26])([F:25])[C:19](=O)[CH2:20][C:21](=O)[CH3:22], predict the reaction product. (3) Given the reactants [O:1]=[C:2]1[CH2:7][CH2:6][N:5]([C:8]([O:10][C:11]([CH3:14])([CH3:13])[CH3:12])=[O:9])[CH2:4][CH2:3]1.Br[C:16]1[S:17][CH:18]=[CH:19][N:20]=1, predict the reaction product. The product is: [OH:1][C:2]1([C:16]2[S:17][CH:18]=[CH:19][N:20]=2)[CH2:3][CH2:4][N:5]([C:8]([O:10][C:11]([CH3:14])([CH3:13])[CH3:12])=[O:9])[CH2:6][CH2:7]1. (4) Given the reactants [N:1]1[CH:6]=[CH:5][CH:4]=[CH:3][C:2]=1[C:7]([NH:9][C:10]1[C:11]([C:21]([OH:23])=O)=[N:12][N:13]([CH:15]2[CH2:20][CH2:19][CH2:18][CH2:17][O:16]2)[CH:14]=1)=[O:8].[NH2:24][C:25]([CH3:29])([CH3:28])[CH2:26][OH:27].CCN=C=NCCCN(C)C.C1C=CC2N(O)N=NC=2C=1.C(=O)([O-])O.[Na+], predict the reaction product. The product is: [OH:27][CH2:26][C:25]([NH:24][C:21]([C:11]1[C:10]([NH:9][C:7]([C:2]2[CH:3]=[CH:4][CH:5]=[CH:6][N:1]=2)=[O:8])=[CH:14][N:13]([CH:15]2[CH2:20][CH2:19][CH2:18][CH2:17][O:16]2)[N:12]=1)=[O:23])([CH3:29])[CH3:28].